Task: Predict which catalyst facilitates the given reaction.. Dataset: Catalyst prediction with 721,799 reactions and 888 catalyst types from USPTO (1) Reactant: [Cl:1][C:2]1[CH:7]=[CH:6][N:5]=[C:4]2[CH:8]=[C:9]([C:11]([O-:13])=O)[S:10][C:3]=12.[Li+].C(Cl)Cl.C(Cl)(=O)C(Cl)=O.[NH3:24]. Product: [Cl:1][C:2]1[CH:7]=[CH:6][N:5]=[C:4]2[CH:8]=[C:9]([C:11]([NH2:24])=[O:13])[S:10][C:3]=12. The catalyst class is: 3. (2) Reactant: [C:1]([O:5][C:6]([N:8]1[CH2:13][CH2:12][CH2:11][C:10]([C:21](=[O:23])[NH2:22])([NH:14][C:15]2[CH:20]=[CH:19][CH:18]=[CH:17][CH:16]=2)[CH2:9]1)=[O:7])([CH3:4])([CH3:3])[CH3:2].[CH:24](OCC)(OCC)OCC.C(O)(=O)C. Product: [C:1]([O:5][C:6]([N:8]1[CH2:13][CH2:12][CH2:11][C:10]2([N:14]([C:15]3[CH:16]=[CH:17][CH:18]=[CH:19][CH:20]=3)[CH:24]=[N:22][C:21]2=[O:23])[CH2:9]1)=[O:7])([CH3:4])([CH3:2])[CH3:3]. The catalyst class is: 11. (3) Reactant: Br[C:2]1[S:3][N:4]=[C:5]2[CH:10]=[C:9]([Br:11])[CH:8]=[N:7][C:6]=12.Cl.[NH:13]1[CH2:18][CH2:17][C:16](=[O:19])[CH2:15][CH2:14]1.CCN(C(C)C)C(C)C. Product: [Br:11][C:9]1[CH:8]=[N:7][C:6]2=[C:2]([N:13]3[CH2:18][CH2:17][C:16](=[O:19])[CH2:15][CH2:14]3)[S:3][N:4]=[C:5]2[CH:10]=1. The catalyst class is: 14. (4) Reactant: [CH2:1]([N:8]1[C:16]2[C:11](=[CH:12][C:13]([NH:17][C:18]3[CH:23]=[CH:22][C:21]([Cl:24])=[CH:20][C:19]=3[C:25]([O:27][CH3:28])=[O:26])=[CH:14][CH:15]=2)[CH:10]=[C:9]1[C:29]([O:31]C(C)(C)C)=[O:30])[C:2]1[CH:7]=[CH:6][CH:5]=[CH:4][CH:3]=1. Product: [CH2:1]([N:8]1[C:16]2[C:11](=[CH:12][C:13]([NH:17][C:18]3[CH:23]=[CH:22][C:21]([Cl:24])=[CH:20][C:19]=3[C:25]([O:27][CH3:28])=[O:26])=[CH:14][CH:15]=2)[CH:10]=[C:9]1[C:29]([OH:31])=[O:30])[C:2]1[CH:3]=[CH:4][CH:5]=[CH:6][CH:7]=1. The catalyst class is: 557.